Task: Predict the reaction yield, written as a fraction of the theoretical maximum amount of product (1.0 means a 100% yield; for example, 0.34 means a 34% yield).. Dataset: Reaction yield outcomes from USPTO patents with 853,638 reactions (1) The reactants are N[C@H:2]([C:6]([OH:8])=[O:7])[CH2:3][CH2:4][OH:5].[CH3:21][C:20]([O:19][C:17](O[C:17]([O:19][C:20]([CH3:23])([CH3:22])[CH3:21])=[O:18])=[O:18])([CH3:23])[CH3:22]. The catalyst is [OH-].[Na+].CCO.C1COCC1. The product is [C:20]([O:19][C:17]([C@@H:2]([CH2:3][CH2:4][OH:5])[C:6]([OH:8])=[O:7])=[O:18])([CH3:21])([CH3:22])[CH3:23]. The yield is 0.790. (2) The reactants are [C:1](Cl)(=[O:3])[CH3:2].[NH2:5][CH2:6][CH2:7][N:8]1[CH:16]=[C:15]2[C:10]([N:11]=[C:12]([C:30]3[CH:35]=[CH:34][C:33]([F:36])=[CH:32][CH:31]=3)[C:13]([C:24]3[CH:29]=[CH:28][N:27]=[CH:26][CH:25]=3)=[C:14]2[C:17]2[CH:22]=[CH:21][C:20]([F:23])=[CH:19][CH:18]=2)=[N:9]1. The product is [F:23][C:20]1[CH:21]=[CH:22][C:17]([C:14]2[C:15]3[C:10](=[N:9][N:8]([CH2:7][CH2:6][NH:5][C:1](=[O:3])[CH3:2])[CH:16]=3)[N:11]=[C:12]([C:30]3[CH:35]=[CH:34][C:33]([F:36])=[CH:32][CH:31]=3)[C:13]=2[C:24]2[CH:29]=[CH:28][N:27]=[CH:26][CH:25]=2)=[CH:18][CH:19]=1. The yield is 0.480. No catalyst specified. (3) The reactants are [C:1]([C:3]1[CH:4]=[C:5]([NH:9][C:10](=[O:13])[CH2:11][CH3:12])[CH:6]=[CH:7][CH:8]=1)#[N:2].[CH3:14][O:15][C:16]1[CH:23]=[CH:22][C:19]([CH2:20]Br)=[CH:18][CH:17]=1. No catalyst specified. The product is [C:1]([C:3]1[CH:4]=[C:5]([N:9]([CH2:20][C:19]2[CH:22]=[CH:23][C:16]([O:15][CH3:14])=[CH:17][CH:18]=2)[C:10](=[O:13])[CH2:11][CH3:12])[CH:6]=[CH:7][CH:8]=1)#[N:2]. The yield is 0.870. (4) The reactants are [CH2:1]([N:3]([CH2:11][C:12]1[N:13]=[C:14]2[S:21][C:20]([CH3:22])=[C:19]([CH:23]3[CH2:25][CH:24]3[C:26]([OH:28])=O)[N:15]2[C:16](=[O:18])[CH:17]=1)[C:4]1[CH:9]=[CH:8][C:7]([F:10])=[CH:6][CH:5]=1)[CH3:2].C([N:31](CC)CC)C.ClC(OC(C)C)=O.N.CO. The catalyst is O1CCCC1. The product is [CH2:1]([N:3]([CH2:11][C:12]1[N:13]=[C:14]2[S:21][C:20]([CH3:22])=[C:19]([CH:23]3[CH2:25][CH:24]3[C:26]([NH2:31])=[O:28])[N:15]2[C:16](=[O:18])[CH:17]=1)[C:4]1[CH:9]=[CH:8][C:7]([F:10])=[CH:6][CH:5]=1)[CH3:2]. The yield is 0.700.